This data is from Full USPTO retrosynthesis dataset with 1.9M reactions from patents (1976-2016). The task is: Predict the reactants needed to synthesize the given product. (1) The reactants are: Cl[C:2]1[N:9]=[CH:8][CH:7]=[CH:6][C:3]=1[CH:4]=[O:5].[F:10][C:11]1[CH:16]=[CH:15][C:14]([C:17]2[CH:18]=[C:19]3[C:24](=[CH:25][CH:26]=2)[CH:23]=[C:22]([S:27]([O-:29])=[O:28])[CH:21]=[CH:20]3)=[CH:13][CH:12]=1.[Na+].O. Given the product [F:10][C:11]1[CH:16]=[CH:15][C:14]([C:17]2[CH:18]=[C:19]3[C:24](=[CH:25][CH:26]=2)[CH:23]=[C:22]([S:27]([C:2]2[N:9]=[CH:8][CH:7]=[CH:6][C:3]=2[CH:4]=[O:5])(=[O:29])=[O:28])[CH:21]=[CH:20]3)=[CH:13][CH:12]=1, predict the reactants needed to synthesize it. (2) Given the product [C:7]1([C:1]2[CH:2]=[CH:3][CH:4]=[CH:5][CH:6]=2)[CH:8]=[CH:9][C:10]([O:13][CH2:23][C:18]2[CH:19]=[CH:20][CH:21]=[CH:22][C:17]=2[C:16]([OH:25])=[O:15])=[CH:11][CH:12]=1, predict the reactants needed to synthesize it. The reactants are: [C:1]1([C:7]2[CH:12]=[CH:11][C:10]([OH:13])=[CH:9][CH:8]=2)[CH:6]=[CH:5][CH:4]=[CH:3][CH:2]=1.C[O:15][C:16](=[O:25])[C:17]1[CH:22]=[CH:21][CH:20]=[CH:19][C:18]=1[CH2:23]Br. (3) Given the product [Cl:24][CH2:23][CH2:22][CH2:21][CH2:20][N:8]1[C:17]2[C:12](=[CH:13][CH:14]=[CH:15][CH:16]=2)[CH:11]=[CH:10][C:9]1=[O:18], predict the reactants needed to synthesize it. The reactants are: [H-].[Na+].CN(C)C=O.[NH:8]1[C:17]2[C:12](=[CH:13][CH:14]=[CH:15][CH:16]=2)[CH:11]=[CH:10][C:9]1=[O:18].Br[CH2:20][CH2:21][CH2:22][CH2:23][Cl:24].